This data is from Forward reaction prediction with 1.9M reactions from USPTO patents (1976-2016). The task is: Predict the product of the given reaction. (1) Given the reactants C([O:3][C:4]([C:6]1[CH:7]=[N:8][N:9]([CH:12]2[CH2:17][CH2:16][O:15][CH2:14][CH2:13]2)[C:10]=1[Cl:11])=[O:5])C.[OH-].[Li+].O, predict the reaction product. The product is: [Cl:11][C:10]1[N:9]([CH:12]2[CH2:17][CH2:16][O:15][CH2:14][CH2:13]2)[N:8]=[CH:7][C:6]=1[C:4]([OH:5])=[O:3]. (2) The product is: [CH3:16][O:18][C:7]1[C:6]([NH2:12])=[CH:11][CH:10]=[CH:9][N:8]=1. Given the reactants ClC(C[C:6]1[CH:7]=[N:8][CH:9]=[CH:10][CH:11]=1)C=O.[NH2:12]C(N)=S.[CH2:16]([OH:18])C, predict the reaction product. (3) Given the reactants [C-:1]#[N:2].[Na+].Br[CH2:5][C:6]1[CH:15]=[CH:14][C:9]([C:10]([O:12][CH3:13])=[O:11])=[CH:8][CH:7]=1.O, predict the reaction product. The product is: [C:10]([C:9]1[CH:14]=[CH:15][C:6]([CH2:5][C:1]#[N:2])=[CH:7][CH:8]=1)([O:12][CH3:13])=[O:11]. (4) Given the reactants [CH2:1]([O:4][C:5]1([CH3:55])[CH2:10][CH2:9][N:8]([C:11]2[N:16]3[CH:17]=[C:18]([C:20]4[CH:21]=[C:22]([C:26]5[CH:31]=[C:30]([O:32][C:33]([F:36])([F:35])[F:34])[CH:29]=[CH:28][C:27]=5[O:37][C@H:38]([CH2:40][CH:41]=C)[CH3:39])[CH:23]=[CH:24][CH:25]=4)[N:19]=[C:15]3[C:14]([CH3:43])=[C:13]([CH3:44])[C:12]=2[C@H:45]([O:50][C:51]([CH3:54])([CH3:53])[CH3:52])[C:46]([O:48][CH3:49])=[O:47])[CH2:7][CH2:6]1)[CH:2]=C.O.[BH4-].C([N+](CCCC)(CCCC)CCCC)CCC, predict the reaction product. The product is: [C:51]([O:50][C@@H:45]([C:12]1[C:13]([CH3:44])=[C:14]([CH3:43])[C:15]2=[N:19][C:18]3=[CH:17][N:16]2[C:11]=1[N:8]1[CH2:9][CH2:10][C:5]([CH3:55])([O:4][CH2:1][CH2:2][CH2:41][CH2:40][C@H:38]([CH3:39])[O:37][C:27]2[CH:28]=[CH:29][C:30]([O:32][C:33]([F:34])([F:35])[F:36])=[CH:31][C:26]=2[C:22]2[CH:21]=[C:20]3[CH:25]=[CH:24][CH:23]=2)[CH2:6][CH2:7]1)[C:46]([O:48][CH3:49])=[O:47])([CH3:52])([CH3:53])[CH3:54].